Dataset: Forward reaction prediction with 1.9M reactions from USPTO patents (1976-2016). Task: Predict the product of the given reaction. (1) Given the reactants [F:1][C:2]([F:15])([F:14])[C:3]1[CH:8]=[CH:7][C:6]([CH2:9][CH2:10][C:11]([NH2:13])=[O:12])=[CH:5][CH:4]=1.Cl[CH:17]([C:23]([CH3:25])=O)[C:18]([O:20][CH2:21][CH3:22])=[O:19], predict the reaction product. The product is: [CH2:21]([O:20][C:18]([C:17]1[O:12][C:11]([CH2:10][CH2:9][C:6]2[CH:5]=[CH:4][C:3]([C:2]([F:14])([F:15])[F:1])=[CH:8][CH:7]=2)=[N:13][C:23]=1[CH3:25])=[O:19])[CH3:22]. (2) Given the reactants [OH:1][CH2:2][CH2:3][CH2:4][CH2:5][CH2:6][NH:7][S:8]([C:11]1[CH:16]=[CH:15][C:14](Br)=[CH:13][CH:12]=1)(=[O:10])=[O:9].[CH2:18]([O:20][C:21]1[CH:26]=[CH:25][C:24](B(O)O)=[CH:23][CH:22]=1)[CH3:19], predict the reaction product. The product is: [OH:1][CH2:2][CH2:3][CH2:4][CH2:5][CH2:6][NH:7][S:8]([C:11]1[CH:16]=[CH:15][C:14]([C:24]2[CH:25]=[CH:26][C:21]([O:20][CH2:18][CH3:19])=[CH:22][CH:23]=2)=[CH:13][CH:12]=1)(=[O:10])=[O:9]. (3) Given the reactants [C:1](O)(C(F)(F)F)=[O:2].[Cl:8][C:9]1[CH:26]=[CH:25][CH:24]=[CH:23][C:10]=1[CH2:11][O:12][CH2:13][CH2:14][NH:15][C@H:16]1[CH2:21][CH2:20][C@H:19]([CH3:22])[CH2:18][CH2:17]1.C([O:29][C:30](=[O:42])[C:31]([CH3:41])([CH3:40])[CH2:32][S:33][C:34]1[S:38][C:37]([NH2:39])=[N:36][CH:35]=1)C.C1N=CN(C(N2C=NC=C2)=O)C=1.[OH-].[Na+], predict the reaction product. The product is: [Cl:8][C:9]1[CH:26]=[CH:25][CH:24]=[CH:23][C:10]=1[CH2:11][O:12][CH2:13][CH2:14][N:15]([C@H:16]1[CH2:17][CH2:18][C@H:19]([CH3:22])[CH2:20][CH2:21]1)[C:1](=[O:2])[NH:39][C:37]1[S:38][C:34]([S:33][CH2:32][C:31]([CH3:41])([CH3:40])[C:30]([OH:29])=[O:42])=[CH:35][N:36]=1. (4) The product is: [Cl:1][C:2]1[CH:9]=[CH:8][C:7]([Cl:10])=[CH:6][C:3]=1[CH:4]1[C:19]([C:20]([O:22][CH2:23][CH3:24])=[O:21])=[C:18]([CH2:25][CH2:26][CH3:27])[NH:11][C:12]2=[N:13][NH:14][CH:15]=[C:16]12. Given the reactants [Cl:1][C:2]1[CH:9]=[CH:8][C:7]([Cl:10])=[CH:6][C:3]=1[CH:4]=O.[NH2:11][C:12]1[CH:16]=[CH:15][NH:14][N:13]=1.O=[C:18]([CH2:25][CH2:26][CH3:27])[CH2:19][C:20]([O:22][CH2:23][CH3:24])=[O:21], predict the reaction product.